This data is from Forward reaction prediction with 1.9M reactions from USPTO patents (1976-2016). The task is: Predict the product of the given reaction. (1) Given the reactants [CH3:1][C:2]1[N:3]=[C:4]([NH:17]C(=O)C)[S:5][C:6]=1[C:7]1[CH:12]=[CH:11][N:10]=[C:9]([C:13]2([CH3:16])[CH2:15][CH2:14]2)[CH:8]=1.Cl, predict the reaction product. The product is: [CH3:1][C:2]1[N:3]=[C:4]([NH2:17])[S:5][C:6]=1[C:7]1[CH:12]=[CH:11][N:10]=[C:9]([C:13]2([CH3:16])[CH2:15][CH2:14]2)[CH:8]=1. (2) Given the reactants [Cl:1][C:2]1[CH:3]=[C:4]([C:9]23[CH2:14][CH:13]2[C:12](=O)[CH2:11][CH2:10]3)[CH:5]=[CH:6][C:7]=1[Cl:8].CC([O-])=O.[Na+].[NH2:21]O.Cl.[BH4-].[Na+], predict the reaction product. The product is: [ClH:1].[Cl:1][C:2]1[CH:3]=[C:4]([C:9]23[CH2:14][CH:13]2[CH:12]([NH2:21])[CH2:11][CH2:10]3)[CH:5]=[CH:6][C:7]=1[Cl:8]. (3) Given the reactants Br[CH2:2][CH2:3][CH2:4][C:5]#[N:6].[Cl:7][C:8]1[CH:13]=[CH:12][C:11]([N:14]2[CH2:19][CH2:18][NH:17][CH2:16][CH2:15]2)=[CH:10][CH:9]=1.C(=O)([O-])[O-].[K+].[K+], predict the reaction product. The product is: [Cl:7][C:8]1[CH:9]=[CH:10][C:11]([N:14]2[CH2:19][CH2:18][N:17]([CH2:2][CH2:3][CH2:4][C:5]#[N:6])[CH2:16][CH2:15]2)=[CH:12][CH:13]=1. (4) Given the reactants C([N:14]1[CH2:17][C:16](=[CH:18][C:19]([O:21][CH2:22][CH3:23])=[O:20])[CH2:15]1)(C1C=CC=CC=1)C1C=CC=CC=1.[ClH:24], predict the reaction product. The product is: [ClH:24].[NH:14]1[CH2:17][CH:16]([CH2:18][C:19]([O:21][CH2:22][CH3:23])=[O:20])[CH2:15]1. (5) Given the reactants C([Mg]Cl)(C)(C)C.CO[C:9](=[O:34])[CH2:10][C@H:11]([O:23][C:24](=[O:33])[CH:25](Br)[CH2:26][CH2:27][CH2:28][CH2:29][CH2:30][CH3:31])[CH2:12][CH2:13][CH2:14][CH2:15][CH2:16][CH2:17][CH2:18][CH2:19][CH2:20][CH2:21][CH3:22].C1COCC1.C([Mg]Cl)(C)(C)C.C1COCC1, predict the reaction product. The product is: [CH2:26]([C:25]1[C:24](=[O:33])[O:23][C@H:11]([CH2:12][CH2:13][CH2:14][CH2:15][CH2:16][CH2:17][CH2:18][CH2:19][CH2:20][CH2:21][CH3:22])[CH2:10][C:9]=1[OH:34])[CH2:27][CH2:28][CH2:29][CH2:30][CH3:31]. (6) The product is: [Br:29][C:30]1[CH:31]=[C:32]([Si:37]([C:50]2[CH:51]=[CH:52][CH:53]=[CH:54][CH:55]=2)([C:38]2[CH:39]=[CH:40][CH:41]=[CH:42][CH:43]=2)[C:44]2[CH:49]=[CH:48][CH:47]=[CH:46][CH:45]=2)[CH:33]=[C:34]([C:16]2[CH:17]=[CH:18][CH:19]=[C:14]([C:4]3[C:5]4[S:6][C:7]5[CH:13]=[CH:12][CH:11]=[CH:10][C:8]=5[C:9]=4[CH:1]=[CH:2][CH:3]=3)[CH:15]=2)[CH:35]=1. Given the reactants [CH:1]1[C:9]2[C:8]3[CH:10]=[CH:11][CH:12]=[CH:13][C:7]=3[S:6][C:5]=2[C:4]([C:14]2[CH:15]=[C:16](B3OC(C)(C)C(C)(C)O3)[CH:17]=[CH:18][CH:19]=2)=[CH:3][CH:2]=1.[Br:29][C:30]1[CH:31]=[C:32]([Si:37]([C:50]2[CH:55]=[CH:54][CH:53]=[CH:52][CH:51]=2)([C:44]2[CH:49]=[CH:48][CH:47]=[CH:46][CH:45]=2)[C:38]2[CH:43]=[CH:42][CH:41]=[CH:40][CH:39]=2)[CH:33]=[C:34](Br)[CH:35]=1.C([O-])([O-])=O.[K+].[K+], predict the reaction product. (7) Given the reactants [F:1][C:2]1[CH:7]=[C:6]([F:8])[CH:5]=[CH:4][C:3]=1[C:9]1[N:10]2[C:15]([CH:16]=[CH:17][C:18]=1[CH2:19][O:20]C)=[C:14]([C:22]1[C:27]([F:28])=[CH:26][CH:25]=[CH:24][C:23]=1[F:29])[C:13](=[O:30])[CH:12]=[CH:11]2.CC(OI1(OC(C)=O)(OC(C)=O)OC(=O)C2C=CC=CC1=2)=O, predict the reaction product. The product is: [F:1][C:2]1[CH:7]=[C:6]([F:8])[CH:5]=[CH:4][C:3]=1[C:9]1[N:10]2[C:15]([CH:16]=[CH:17][C:18]=1[CH:19]=[O:20])=[C:14]([C:22]1[C:23]([F:29])=[CH:24][CH:25]=[CH:26][C:27]=1[F:28])[C:13](=[O:30])[CH:12]=[CH:11]2. (8) Given the reactants C(OC(=O)[NH:7][CH2:8][C:9]1[CH:14]=[CH:13][C:12]([Cl:15])=[C:11]([NH:16][C:17]2[NH:43][C:20]3=[N:21][C:22]([O:38][CH2:39][CH:40]([F:42])[F:41])=[C:23]([C:25](=[O:37])[NH:26][C@H:27]4[CH2:32][CH2:31][C@H:30]([C:33]([F:36])([F:35])[F:34])[CH2:29][CH2:28]4)[CH:24]=[C:19]3[N:18]=2)[C:10]=1[Cl:44])(C)(C)C.Cl, predict the reaction product. The product is: [Cl:44][C:10]1[C:11]([NH:16][C:17]2[NH:43][C:20]3=[N:21][C:22]([O:38][CH2:39][CH:40]([F:41])[F:42])=[C:23]([C:25](=[O:37])[NH:26][C@H:27]4[CH2:32][CH2:31][C@H:30]([C:33]([F:36])([F:34])[F:35])[CH2:29][CH2:28]4)[CH:24]=[C:19]3[N:18]=2)=[C:12]([Cl:15])[CH:13]=[CH:14][C:9]=1[CH2:8][NH2:7]. (9) Given the reactants [NH:1]1[C:5]2[CH:6]=[CH:7][C:8]([CH:10]=O)=[CH:9][C:4]=2[N:3]=[CH:2]1.[NH2:12][OH:13].O.O.O.C([O-])(=O)C.[Na+].C(OCC)(=O)C, predict the reaction product. The product is: [NH:1]1[C:5]2[CH:6]=[CH:7][C:8]([CH:10]=[N:12][OH:13])=[CH:9][C:4]=2[N:3]=[CH:2]1. (10) The product is: [CH2:1]([O:8][CH2:9][C@@H:10]1[O:11][CH2:19][CH2:20][NH:21][CH2:12]1)[C:2]1[CH:3]=[CH:4][CH:5]=[CH:6][CH:7]=1. Given the reactants [CH2:1]([O:8][CH2:9][C@H:10]1[CH2:12][O:11]1)[C:2]1[CH:7]=[CH:6][CH:5]=[CH:4][CH:3]=1.[OH-].[Na+].S(O)(O[CH2:19][CH2:20][NH2:21])(=O)=O, predict the reaction product.